This data is from Peptide-MHC class I binding affinity with 185,985 pairs from IEDB/IMGT. The task is: Regression. Given a peptide amino acid sequence and an MHC pseudo amino acid sequence, predict their binding affinity value. This is MHC class I binding data. (1) The binding affinity (normalized) is 0.0847. The MHC is HLA-B44:02 with pseudo-sequence HLA-B44:02. The peptide sequence is VPRVHNQPQ. (2) The MHC is HLA-B53:01 with pseudo-sequence HLA-B53:01. The binding affinity (normalized) is 0.429. The peptide sequence is DPNPQEVVL. (3) The peptide sequence is SYIRYFTVF. The MHC is HLA-A02:03 with pseudo-sequence HLA-A02:03. The binding affinity (normalized) is 0.0847. (4) The peptide sequence is TTYVYTLPV. The MHC is HLA-B18:01 with pseudo-sequence HLA-B18:01. The binding affinity (normalized) is 0.0847. (5) The MHC is HLA-A33:01 with pseudo-sequence HLA-A33:01. The peptide sequence is LLACAGLAY. The binding affinity (normalized) is 0.187. (6) The peptide sequence is GESRKTFVEL. The MHC is H-2-Db with pseudo-sequence H-2-Db. The binding affinity (normalized) is 0.